This data is from Reaction yield outcomes from USPTO patents with 853,638 reactions. The task is: Predict the reaction yield, written as a fraction of the theoretical maximum amount of product (1.0 means a 100% yield; for example, 0.34 means a 34% yield). (1) The reactants are [OH-].[K+].[N+:3]([C:6]1[CH:11]=[CH:10][CH:9]=[CH:8][C:7]=1[S:12]([NH:15][C:16]1[CH:21]=[CH:20][CH:19]=[CH:18][CH:17]=1)(=[O:14])=[O:13])([O-:5])=[O:4].[Br:22][C:23]1[CH:24]=[CH:25][C:26]2[N:27]([CH2:37][CH2:38][CH2:39]Br)[C:28]3[C:33]([C:34]=2[CH:35]=1)=[CH:32][C:31]([Br:36])=[CH:30][CH:29]=3. The catalyst is CN(C=O)C.CCOC(C)=O. The product is [Br:36][C:31]1[CH:30]=[CH:29][C:28]2[N:27]([CH2:37][CH2:38][CH2:39][N:15]([C:16]3[CH:17]=[CH:18][CH:19]=[CH:20][CH:21]=3)[S:12]([C:7]3[CH:8]=[CH:9][CH:10]=[CH:11][C:6]=3[N+:3]([O-:5])=[O:4])(=[O:14])=[O:13])[C:26]3[C:34]([C:33]=2[CH:32]=1)=[CH:35][C:23]([Br:22])=[CH:24][CH:25]=3. The yield is 0.355. (2) The reactants are [C:1]([C:8]1[NH:9]C=CN=1)([C:3]1[NH:4][CH:5]=[CH:6][N:7]=1)=S.NC1N(C)N=CC=1.[NH:20]([C:22](=[O:43])[C:23]([NH:25][C:26]1[CH:31]=[CH:30][C:29]([C@H:32]2[CH2:37][CH2:36][C@H:35]([CH2:38][C:39]([O:41]C)=[O:40])[CH2:34][CH2:33]2)=[CH:28][CH:27]=1)=[O:24])[NH2:21].CCN=C=NCCCN(C)C.[OH-].[Li+].C(O)(=O)CC(CC(O)=O)(C(O)=O)O. The catalyst is CC(N(C)C)=O.C1COCC1.O.CO. The product is [CH3:5][N:4]1[C:3]([NH:7][C:6]2[O:43][C:22]([C:23]([NH:25][C:26]3[CH:31]=[CH:30][C:29]([C@H:32]4[CH2:37][CH2:36][C@H:35]([CH2:38][C:39]([OH:41])=[O:40])[CH2:34][CH2:33]4)=[CH:28][CH:27]=3)=[O:24])=[N:20][N:21]=2)=[CH:1][CH:8]=[N:9]1. The yield is 0.260. (3) The product is [CH3:12][CH:11]([CH3:13])[CH2:10][CH2:9][CH:8]1[C:7](=[O:14])[CH2:6][CH2:5][CH2:4][C:3]1=[O:2]. The catalyst is O. The yield is 0.934. The reactants are C[O:2][C:3]1[CH:8]([CH2:9][CH2:10][CH:11]([CH3:13])[CH3:12])[C:7]([O:14]C)=[CH:6][CH2:5][CH:4]=1.Cl. (4) The reactants are [CH3:1][O:2][C:3]([C:5]1[CH:10]=[CH:9][C:8]([C:11]2[C:12]([CH3:49])([CH3:48])[C@H:13]3[C@:26]([CH3:29])([CH2:27][CH:28]=2)[C@@H:25]2[C@:16]([CH3:47])([C@@:17]4([CH3:46])[C@H:22]([CH2:23][CH2:24]2)[C@H:21]2[C@H:30]([C:33]([CH3:35])=[CH2:34])[CH2:31][CH2:32][C@:20]2([C:36]([O:38][CH2:39][C:40]2[CH:45]=[CH:44][CH:43]=[CH:42][CH:41]=2)=[O:37])[CH2:19][CH2:18]4)[CH2:15][CH2:14]3)=[CH:7][CH:6]=1)=[O:4].[CH:50]([Br:53])(Br)[Br:51].[OH-].[Na+]. The catalyst is [Br-].C([N+](CC)(CC)CC)C1C=CC=CC=1.O. The product is [Br:51][C:50]1([Br:53])[CH2:34][C@:33]1([C@H:30]1[C@@H:21]2[C@@H:22]3[C@@:17]([CH3:46])([CH2:18][CH2:19][C@@:20]2([C:36]([O:38][CH2:39][C:40]2[CH:41]=[CH:42][CH:43]=[CH:44][CH:45]=2)=[O:37])[CH2:32][CH2:31]1)[C@@:16]1([CH3:47])[C@@H:25]([C@:26]2([CH3:29])[C@@H:13]([CH2:14][CH2:15]1)[C:12]([CH3:48])([CH3:49])[C:11]([C:8]1[CH:7]=[CH:6][C:5]([C:3]([O:2][CH3:1])=[O:4])=[CH:10][CH:9]=1)=[CH:28][CH2:27]2)[CH2:24][CH2:23]3)[CH3:35]. The yield is 0.495. (5) The reactants are [NH:1]1[CH2:5][CH2:4][CH2:3][CH2:2]1.[C:6]1(=O)[CH2:11][CH2:10][CH2:9][CH2:8][CH2:7]1.[O-]S([O-])(=O)=O.[Mg+2]. The catalyst is C1CCCCC1. The product is [CH:6]1([N:1]2[CH2:5][CH2:4][CH2:3][CH2:2]2)[CH2:11][CH2:10][CH2:9][CH2:8][CH2:7]1. The yield is 0.910. (6) The reactants are [NH2:1][C:2]1[CH:3]=[C:4]([C:8]2[C:17]3[C:12](=[C:13]([C:18]4[CH:23]=[CH:22][CH:21]=[CH:20][CH:19]=4)[CH:14]=[CH:15][CH:16]=3)[C:11]([NH:24][CH2:25][C:26]3[CH:31]=[CH:30][CH:29]=[CH:28][N:27]=3)=[N:10][C:9]=2[Cl:32])[CH:5]=[CH:6][CH:7]=1.N1[CH:38]=[CH:37]C=CC=1.C([CH:41]([C:45](Cl)=[O:46])[C:42](Cl)=[O:43])C.[OH2:48]. The catalyst is C(Cl)Cl. The product is [Cl:32][C:9]1[N:10]=[C:11]([NH:24][CH2:25][C:26]2[CH:31]=[CH:30][CH:29]=[CH:28][N:27]=2)[C:12]2[C:17]([C:8]=1[C:4]1[CH:3]=[C:2]([NH:1][C:45](=[O:46])[CH2:41][C:42]([O:43][CH2:37][CH3:38])=[O:48])[CH:7]=[CH:6][CH:5]=1)=[CH:16][CH:15]=[CH:14][C:13]=2[C:18]1[CH:23]=[CH:22][CH:21]=[CH:20][CH:19]=1. The yield is 0.480. (7) The reactants are Cl[C:2]([O:4][CH2:5][C:6]1[CH:11]=[CH:10][CH:9]=[CH:8][CH:7]=1)=[O:3].[NH2:12][C:13]1[CH:14]=[C:15]([CH:20]2[CH2:25][CH2:24][N:23]([C:26]([O:28][C:29]([CH3:32])([CH3:31])[CH3:30])=[O:27])[CH2:22][CH2:21]2)[C:16]([CH3:19])=[CH:17][CH:18]=1.C([O-])([O-])=O.[K+].[K+].C(Cl)Cl. The catalyst is O1CCCC1. The product is [CH3:19][C:16]1[CH:17]=[CH:18][C:13]([NH:12][C:2]([O:4][CH2:5][C:6]2[CH:11]=[CH:10][CH:9]=[CH:8][CH:7]=2)=[O:3])=[CH:14][C:15]=1[CH:20]1[CH2:21][CH2:22][N:23]([C:26]([O:28][C:29]([CH3:32])([CH3:31])[CH3:30])=[O:27])[CH2:24][CH2:25]1. The yield is 0.771.